Predict the product of the given reaction. From a dataset of Forward reaction prediction with 1.9M reactions from USPTO patents (1976-2016). (1) Given the reactants [H-].[Al+3].[Li+].[H-].[H-].[H-].[C:7]([CH2:9][CH2:10][CH2:11][N:12]1[C:17](=[O:18])[CH:16]=[C:15]([NH:19][C:20]2[CH:25]=[CH:24][C:23]([CH3:26])=[C:22]([CH2:27][CH3:28])[CH:21]=2)[NH:14][C:13]1=[O:29])#[N:8], predict the reaction product. The product is: [NH2:8][CH2:7][CH2:9][CH2:10][CH2:11][N:12]1[C:17](=[O:18])[CH:16]=[C:15]([NH:19][C:20]2[CH:25]=[CH:24][C:23]([CH3:26])=[C:22]([CH2:27][CH3:28])[CH:21]=2)[NH:14][C:13]1=[O:29]. (2) Given the reactants [CH2:1]([OH:5])[CH2:2][CH2:3][CH3:4].[CH3:6][C:7]1[CH:8]=[C:9](I)[CH:10]=[C:11]([CH3:13])[CH:12]=1.C([O-])([O-])=O.[Cs+].[Cs+].CCCCCCCCCCCC, predict the reaction product. The product is: [CH2:1]([O:5][C:9]1[CH:10]=[C:11]([CH3:13])[CH:12]=[C:7]([CH3:6])[CH:8]=1)[CH2:2][CH2:3][CH3:4].